Dataset: Catalyst prediction with 721,799 reactions and 888 catalyst types from USPTO. Task: Predict which catalyst facilitates the given reaction. (1) Reactant: C(N(CC)CC)C.[Cl:8][CH2:9][C:10](Cl)=[O:11].[NH2:13][C:14]1[CH:15]=[CH:16][C:17]([C:20]#[N:21])=[N:18][CH:19]=1. Product: [Cl:8][CH2:9][C:10]([NH:13][C:14]1[CH:19]=[N:18][C:17]([C:20]#[N:21])=[CH:16][CH:15]=1)=[O:11]. The catalyst class is: 22. (2) Reactant: [NH2:1][C:2]([C:4]1[CH:5]=[N:6][C:7]2[C:12]([C:13]=1[NH:14][C:15]1[CH:16]=[C:17]([CH:23]=[CH:24][CH:25]=1)[C:18]([O:20][CH2:21][CH3:22])=[O:19])=[CH:11][CH:10]=[C:9](Br)[CH:8]=2)=[O:3].[CH3:27][O:28][C:29]1[CH:34]=[C:33]([O:35][CH3:36])[CH:32]=[CH:31][C:30]=1B(O)O.C(=O)([O-])[O-].[K+].[K+]. Product: [NH2:1][C:2]([C:4]1[CH:5]=[N:6][C:7]2[C:12]([C:13]=1[NH:14][C:15]1[CH:16]=[C:17]([CH:23]=[CH:24][CH:25]=1)[C:18]([O:20][CH2:21][CH3:22])=[O:19])=[CH:11][CH:10]=[C:9]([C:32]1[CH:31]=[CH:30][C:29]([O:28][CH3:27])=[CH:34][C:33]=1[O:35][CH3:36])[CH:8]=2)=[O:3]. The catalyst class is: 70. (3) Reactant: Cl.[NH2:2][OH:3].[OH:4][CH2:5][C:6]1[CH:13]=[CH:12][C:9]([C:10]#[N:11])=[CH:8][CH:7]=1.C(=O)([O-])O.[Na+]. Product: [OH:3][N:2]=[C:10]([C:9]1[CH:12]=[CH:13][C:6]([CH2:5][OH:4])=[CH:7][CH:8]=1)[NH2:11]. The catalyst class is: 5.